From a dataset of Peptide-MHC class I binding affinity with 185,985 pairs from IEDB/IMGT. Regression. Given a peptide amino acid sequence and an MHC pseudo amino acid sequence, predict their binding affinity value. This is MHC class I binding data. (1) The peptide sequence is MYPFIFFIV. The MHC is HLA-A24:03 with pseudo-sequence HLA-A24:03. The binding affinity (normalized) is 0.898. (2) The binding affinity (normalized) is 0.228. The peptide sequence is TPGPGIRYPL. The MHC is HLA-B35:03 with pseudo-sequence HLA-B35:03. (3) The peptide sequence is KPIPHRTVL. The MHC is HLA-A69:01 with pseudo-sequence HLA-A69:01. The binding affinity (normalized) is 0.0847. (4) The peptide sequence is IIVGFSNL. The MHC is H-2-Db with pseudo-sequence H-2-Db. The binding affinity (normalized) is 0.551.